Dataset: Reaction yield outcomes from USPTO patents with 853,638 reactions. Task: Predict the reaction yield, written as a fraction of the theoretical maximum amount of product (1.0 means a 100% yield; for example, 0.34 means a 34% yield). (1) The reactants are FC(F)(F)C(O)=O.[Cl:8][C:9]1[C:10]([O:23][C:24]2[CH:25]=[N:26][C:27]([O:31][C@@H:32]([CH3:37])[C:33]([F:36])([F:35])[F:34])=[C:28]([Cl:30])[CH:29]=2)=[CH:11][C:12]([F:22])=[C:13]([CH:21]=1)[C:14]([O:16]C(C)(C)C)=[O:15]. The catalyst is ClCCl. The product is [Cl:8][C:9]1[C:10]([O:23][C:24]2[CH:25]=[N:26][C:27]([O:31][C@@H:32]([CH3:37])[C:33]([F:35])([F:36])[F:34])=[C:28]([Cl:30])[CH:29]=2)=[CH:11][C:12]([F:22])=[C:13]([CH:21]=1)[C:14]([OH:16])=[O:15]. The yield is 0.850. (2) The reactants are Br[C:2]1[CH:3]=[C:4]([CH:8]2[C:17]([CH3:19])([CH3:18])[CH2:16][C:15]3[C:10](=[CH:11][CH:12]=[C:13]([C:20]([OH:22])=[O:21])[CH:14]=3)[NH:9]2)[CH:5]=[CH:6][CH:7]=1.[NH2:23][C:24]([CH3:28])([CH3:27])[CH2:25][OH:26].Cl.CN(C)CC(O)=O.C(=O)([O-])[O-].[K+].[K+]. The catalyst is CS(C)=O.[Cu]I. The product is [OH:26][CH2:25][C:24]([NH:23][C:2]1[CH:3]=[C:4]([CH:8]2[C:17]([CH3:19])([CH3:18])[CH2:16][C:15]3[C:10](=[CH:11][CH:12]=[C:13]([C:20]([OH:22])=[O:21])[CH:14]=3)[NH:9]2)[CH:5]=[CH:6][CH:7]=1)([CH3:28])[CH3:27]. The yield is 0.0200. (3) The reactants are [H-].[Na+].[CH3:3][OH:4].[Cl:5][C:6]1[CH:22]=[C:21]([Cl:23])[CH:20]=[CH:19][C:7]=1[CH2:8][NH:9][C:10](=[O:18])[C:11]1[CH:16]=[CH:15][N:14]=[C:13](F)[CH:12]=1. The catalyst is CN(C)C(=O)C. The product is [Cl:5][C:6]1[CH:22]=[C:21]([Cl:23])[CH:20]=[CH:19][C:7]=1[CH2:8][NH:9][C:10](=[O:18])[C:11]1[CH:16]=[CH:15][N:14]=[C:13]([O:4][CH3:3])[CH:12]=1. The yield is 0.708. (4) The reactants are [C:1]([O:5][C:6]([N:8]1[CH2:13][CH2:12][CH:11]([CH2:14][NH:15][CH3:16])[CH2:10][CH2:9]1)=[O:7])([CH3:4])([CH3:3])[CH3:2].[Cl:17][C:18]1[N:23]=[C:22](Cl)[CH:21]=[CH:20][N:19]=1.C(=O)([O-])[O-].[K+].[K+]. The catalyst is CN(C)C=O. The product is [C:1]([O:5][C:6]([N:8]1[CH2:13][CH2:12][CH:11]([CH2:14][N:15]([C:20]2[CH:21]=[CH:22][N:23]=[C:18]([Cl:17])[N:19]=2)[CH3:16])[CH2:10][CH2:9]1)=[O:7])([CH3:4])([CH3:3])[CH3:2]. The yield is 0.800. (5) The reactants are Cl[C:2]1[C:3]2[CH:12]=[C:11]([CH2:13][CH3:14])[NH:10][C:4]=2[N:5]=[C:6]([S:8][CH3:9])[N:7]=1.[O-:15][CH2:16][CH3:17].[Na+]. The catalyst is O. The product is [CH2:16]([O:15][C:2]1[C:3]2[CH:12]=[C:11]([CH2:13][CH3:14])[NH:10][C:4]=2[N:5]=[C:6]([S:8][CH3:9])[N:7]=1)[CH3:17]. The yield is 0.990. (6) The reactants are [NH2:1][C@H:2]([CH3:31])[CH2:3][O:4][C:5]1[CH:14]=[CH:13][CH:12]=[C:11]2[C:6]=1[C:7]([NH:15][C:16]1[CH:21]=[CH:20][C:19]([O:22][CH2:23][C:24]3[CH:29]=[CH:28][CH:27]=[CH:26][N:25]=3)=[C:18]([Cl:30])[CH:17]=1)=[N:8][CH:9]=[N:10]2.[OH:32][C@H:33]1[CH2:38][CH2:37][O:36][C:34]1=[O:35]. No catalyst specified. The product is [Cl:30][C:18]1[CH:17]=[C:16]([NH:15][C:7]2[C:6]3[C:11](=[CH:12][CH:13]=[CH:14][C:5]=3[O:4][CH2:3][C@H:2]([NH:1][C:34](=[O:35])[C@@H:33]([OH:32])[CH2:38][CH2:37][OH:36])[CH3:31])[N:10]=[CH:9][N:8]=2)[CH:21]=[CH:20][C:19]=1[O:22][CH2:23][C:24]1[CH:29]=[CH:28][CH:27]=[CH:26][N:25]=1. The yield is 0.790. (7) The reactants are [CH3:1][C:2]1([CH3:13])[C:11]2[C:6](=[CH:7][CH:8]=[CH:9][CH:10]=2)[C:5](=[O:12])[CH2:4][CH2:3]1.[Br:14]Br. No catalyst specified. The product is [CH3:1][C:2]1([CH3:13])[C:11]2[C:6](=[CH:7][C:8]([Br:14])=[CH:9][CH:10]=2)[C:5](=[O:12])[CH2:4][CH2:3]1. The yield is 0.800.